Task: Predict which catalyst facilitates the given reaction.. Dataset: Catalyst prediction with 721,799 reactions and 888 catalyst types from USPTO (1) Reactant: [Li+].CC([N-]C(C)C)C.[Br:9][C:10]1[CH:15]=[C:14]([F:16])[CH:13]=[CH:12][C:11]=1[F:17].CN([CH:21]=[O:22])C.OS(O)(=O)=O. Product: [Br:9][C:10]1[C:11]([F:17])=[CH:12][CH:13]=[C:14]([F:16])[C:15]=1[CH:21]=[O:22]. The catalyst class is: 1. (2) Reactant: [CH2:1]([O:5][C:6]([C:8]1[N:9]=[CH:10][C:11]2[C:16]([C:17]=1[OH:18])=[CH:15][CH:14]=[C:13]([O:19][C:20]1[CH:25]=[CH:24][CH:23]=[CH:22][CH:21]=1)[CH:12]=2)=[O:7])[CH2:2][CH2:3][CH3:4].[CH3:26][N:27]([CH3:31])[C:28](Cl)=[S:29].N12CCN(CC1)CC2.Cl. Product: [CH2:1]([O:5][C:6]([C:8]1[N:9]=[CH:10][C:11]2[C:16]([C:17]=1[O:18][C:28](=[S:29])[N:27]([CH3:31])[CH3:26])=[CH:15][CH:14]=[C:13]([O:19][C:20]1[CH:25]=[CH:24][CH:23]=[CH:22][CH:21]=1)[CH:12]=2)=[O:7])[CH2:2][CH2:3][CH3:4]. The catalyst class is: 3.